From a dataset of Peptide-MHC class I binding affinity with 185,985 pairs from IEDB/IMGT. Regression. Given a peptide amino acid sequence and an MHC pseudo amino acid sequence, predict their binding affinity value. This is MHC class I binding data. (1) The peptide sequence is TMDVYVMIL. The MHC is HLA-B39:01 with pseudo-sequence HLA-B39:01. The binding affinity (normalized) is 0.763. (2) The peptide sequence is WYKMWRVSK. The MHC is HLA-A68:02 with pseudo-sequence HLA-A68:02. The binding affinity (normalized) is 0.0847. (3) The peptide sequence is YPGIKVRQL. The MHC is HLA-B18:01 with pseudo-sequence HLA-B18:01. The binding affinity (normalized) is 0.120. (4) The peptide sequence is KYMDNELVY. The MHC is HLA-A26:03 with pseudo-sequence HLA-A26:03. The binding affinity (normalized) is 0.0847. (5) The peptide sequence is NPAEEREKL. The MHC is Mamu-B01 with pseudo-sequence Mamu-B01. The binding affinity (normalized) is 0.292. (6) The peptide sequence is NLAEDIMRL. The MHC is HLA-A02:03 with pseudo-sequence HLA-A02:03. The binding affinity (normalized) is 0.868. (7) The peptide sequence is HVLGRLITV. The MHC is HLA-A02:06 with pseudo-sequence HLA-A02:06. The binding affinity (normalized) is 0.799.